From a dataset of Catalyst prediction with 721,799 reactions and 888 catalyst types from USPTO. Predict which catalyst facilitates the given reaction. (1) Reactant: B(Br)(Br)Br.[CH3:5][NH:6][C:7]1[CH:12]=[CH:11][C:10]([C:13]2[S:14][C:15]3[CH:21]=[C:20]([O:22]C)[CH:19]=[CH:18][C:16]=3[N:17]=2)=[CH:9][CH:8]=1. Product: [CH3:5][NH:6][C:7]1[CH:8]=[CH:9][C:10]([C:13]2[S:14][C:15]3[CH:21]=[C:20]([OH:22])[CH:19]=[CH:18][C:16]=3[N:17]=2)=[CH:11][CH:12]=1. The catalyst class is: 4. (2) Reactant: [CH:1]([C:3]1[CH:7]=[C:6]([C:8]2[CH:13]=[CH:12][C:11]([CH3:14])=[CH:10][CH:9]=2)[N:5]([C:15]2[CH:20]=[CH:19][C:18]([S:21]([NH2:24])(=[O:23])=[O:22])=[CH:17][CH:16]=2)[N:4]=1)=O.Cl.[CH3:26][O:27][NH2:28].C(=O)([O-])[O-].[Na+].[Na+]. Product: [CH3:26][O:27]/[N:28]=[CH:1]/[C:3]1[CH:7]=[C:6]([C:8]2[CH:13]=[CH:12][C:11]([CH3:14])=[CH:10][CH:9]=2)[N:5]([C:15]2[CH:20]=[CH:19][C:18]([S:21]([NH2:24])(=[O:23])=[O:22])=[CH:17][CH:16]=2)[N:4]=1.[CH3:26][O:27]/[N:28]=[CH:1]\[C:3]1[CH:7]=[C:6]([C:8]2[CH:13]=[CH:12][C:11]([CH3:14])=[CH:10][CH:9]=2)[N:5]([C:15]2[CH:20]=[CH:19][C:18]([S:21]([NH2:24])(=[O:23])=[O:22])=[CH:17][CH:16]=2)[N:4]=1. The catalyst class is: 40. (3) Reactant: [CH3:1][O:2][N:3]([CH3:14])[C:4](=[O:13])[C:5]1[CH:10]=[CH:9][C:8]([F:11])=[CH:7][C:6]=1[NH2:12].[CH:15](=O)[CH2:16][CH3:17].CC(O)=O.C(O[BH-](OC(=O)C)OC(=O)C)(=O)C.[Na+]. Product: [CH3:1][O:2][N:3]([CH3:14])[C:4](=[O:13])[C:5]1[CH:10]=[CH:9][C:8]([F:11])=[CH:7][C:6]=1[NH:12][CH2:15][CH2:16][CH3:17]. The catalyst class is: 4.